This data is from Catalyst prediction with 721,799 reactions and 888 catalyst types from USPTO. The task is: Predict which catalyst facilitates the given reaction. (1) Reactant: C([O:3][C:4](=[O:27])[CH:5]([CH:11]([C:21]1[CH:26]=[CH:25][CH:24]=[CH:23][CH:22]=1)[C:12]1[C:20]2[C:15](=[CH:16][N:17]=[CH:18][CH:19]=2)[NH:14][CH:13]=1)C(OCC)=O)C.[OH-].[Na+]. Product: [C:21]1([CH:11]([C:12]2[C:20]3[C:15](=[CH:16][N:17]=[CH:18][CH:19]=3)[NH:14][CH:13]=2)[CH2:5][C:4]([OH:27])=[O:3])[CH:26]=[CH:25][CH:24]=[CH:23][CH:22]=1. The catalyst class is: 5. (2) Reactant: [Br:1][C:2]1[CH:14]=[C:13]2[C:5]([C:6]3[C:7](=[O:39])[C:8]4[CH:20]=[C:19]([O:21][CH2:22][C@@H:23]5[C@H:27]([C:28](C)(C)[O:29][SiH2]C(C)(C)C)[O:26]C(C)(C)[O:24]5)[CH:18]=[CH:17][C:9]=4[C:10]([CH3:16])([CH3:15])[C:11]=3[NH:12]2)=[CH:4][CH:3]=1.S(=O)(=O)(O)O.C(=O)([O-])O.[Na+]. Product: [Br:1][C:2]1[CH:14]=[C:13]2[C:5]([C:6]3[C:7](=[O:39])[C:8]4[CH:20]=[C:19]([O:21][CH2:22][C@@H:23]([OH:24])[C@H:27]([OH:26])[CH2:28][OH:29])[CH:18]=[CH:17][C:9]=4[C:10]([CH3:15])([CH3:16])[C:11]=3[NH:12]2)=[CH:4][CH:3]=1. The catalyst class is: 36.